This data is from Reaction yield outcomes from USPTO patents with 853,638 reactions. The task is: Predict the reaction yield, written as a fraction of the theoretical maximum amount of product (1.0 means a 100% yield; for example, 0.34 means a 34% yield). (1) The reactants are [C:1]([O:5][C:6](=[O:31])[NH:7][CH:8]([C:10](=[O:30])[NH:11][C:12]1[CH:17]=[CH:16][CH:15]=[C:14]([Cl:18])[C:13]=1[C:19](=O)[NH:20][C:21]1[CH:26]=[C:25]([F:27])[CH:24]=[C:23]([F:28])[CH:22]=1)[CH3:9])([CH3:4])([CH3:3])[CH3:2].C(N(CC)C(C)C)(C)C.C1(P(C2C=CC=CC=2)C2C=CC=CC=2)C=CC=CC=1.II. The catalyst is C(Cl)Cl. The product is [C:1]([O:5][C:6](=[O:31])[NH:7][CH:8]([C:10]1[O:30][C:19](=[N:20][C:21]2[CH:26]=[C:25]([F:27])[CH:24]=[C:23]([F:28])[CH:22]=2)[C:13]2[C:14]([Cl:18])=[CH:15][CH:16]=[CH:17][C:12]=2[N:11]=1)[CH3:9])([CH3:4])([CH3:3])[CH3:2]. The yield is 0.520. (2) The reactants are C1([O:7][C:8]2C=CC=CC=2)C=CC=CC=1.C([N:18](CCCC)CCCC)CCC.[C:27](/[C:29](/[C:36]1[CH:40]=[CH:39][S:38][CH:37]=1)=[CH:30]\C(N=[N+]=[N-])=O)#[N:28].CCCCCC. The catalyst is C(Cl)Cl. The product is [O:7]=[C:8]1[C:37]2[S:38][CH:39]=[CH:40][C:36]=2[C:29]([C:27]#[N:28])=[CH:30][NH:18]1. The yield is 0.440. (3) The reactants are FC(F)(F)S(O[C:7]1[C:8]2[S:21](=[O:23])(=[O:22])[CH2:20][CH2:19][CH2:18][C:9]=2[N:10]=[C:11]([CH:13]2[CH2:17][CH2:16][CH2:15][CH2:14]2)[N:12]=1)(=O)=O.[NH2:26][C:27]1[CH:32]=[CH:31][C:30]([CH2:33][CH2:34][CH2:35][OH:36])=[CH:29][CH:28]=1. No catalyst specified. The product is [CH:13]1([C:11]2[N:12]=[C:7]([NH:26][C:27]3[CH:28]=[CH:29][C:30]([CH2:33][CH2:34][CH2:35][OH:36])=[CH:31][CH:32]=3)[C:8]3[S:21](=[O:23])(=[O:22])[CH2:20][CH2:19][CH2:18][C:9]=3[N:10]=2)[CH2:17][CH2:16][CH2:15][CH2:14]1. The yield is 0.170.